This data is from Full USPTO retrosynthesis dataset with 1.9M reactions from patents (1976-2016). The task is: Predict the reactants needed to synthesize the given product. Given the product [CH3:1][NH:2][C:3]1[N:8]=[C:7]([CH2:9][CH2:10][O:11][C:12]2[CH:17]=[CH:16][C:15]([CH2:18][C@@H:19]([C:26]3[S:27][CH:28]=[CH:29][N:30]=3)[CH2:20][C:21]([OH:23])=[O:22])=[CH:14][CH:13]=2)[CH:6]=[CH:5][CH:4]=1, predict the reactants needed to synthesize it. The reactants are: [CH3:1][NH:2][C:3]1[N:8]=[C:7]([CH2:9][CH2:10][O:11][C:12]2[CH:17]=[CH:16][C:15]([CH2:18][C@@H:19]([C:26]3[S:27][CH:28]=[CH:29][N:30]=3)[CH2:20][C:21]([O:23]CC)=[O:22])=[CH:14][CH:13]=2)[CH:6]=[CH:5][CH:4]=1.CNC1N=C(CCOC2C=CC(CC(C3SC=CN=3)CC(OCC)=O)=CC=2)C=CC=1.